Dataset: Full USPTO retrosynthesis dataset with 1.9M reactions from patents (1976-2016). Task: Predict the reactants needed to synthesize the given product. (1) Given the product [ClH:53].[ClH:53].[CH3:31][NH:23][CH2:22][C:13]1[CH:14]=[C:15]([C:16]2[CH:21]=[CH:20][CH:19]=[CH:18][CH:17]=2)[N:11]([S:8]([C:4]2[CH:5]=[N:6][CH:7]=[C:2]([CH3:32])[CH:3]=2)(=[O:9])=[O:10])[CH:12]=1, predict the reactants needed to synthesize it. The reactants are: Br[C:2]1[CH:3]=[C:4]([S:8]([N:11]2[C:15]([C:16]3[CH:21]=[CH:20][CH:19]=[CH:18][CH:17]=3)=[CH:14][C:13]([CH2:22][N:23]([CH3:31])C(=O)OC(C)(C)C)=[CH:12]2)(=[O:10])=[O:9])[CH:5]=[N:6][CH:7]=1.[CH3:32]B(O)O.C(=O)([O-])[O-].[K+].[K+].C(=O)([O-])O.[Na+].C(OCC)(=O)C.[ClH:53]. (2) Given the product [CH2:7]1[C@@H:8]([CH2:52][CH2:51][CH2:46][CH2:45][C:44]([OH:56])=[O:55])[S:39][S:6][CH2:5]1, predict the reactants needed to synthesize it. The reactants are: CC1(C)[S:6][C@@H:5]2[C@H:7](NC([C@H](N)C3C=CC=CC=3)=O)[C:8](=O)N2[C@H]1C(O)=O.OP([O-])([O-])=O.[K+].[K+].OP([O-])(O)=O.[K+].[O-][S:39]([O-])(=O)=O.[Mg+2].[C:44]([O-:56])(=[O:55])[CH2:45][C:46]([CH2:51][C:52]([O-])=O)(C([O-])=O)O.C([O-])(=O)CCC([O-])=O.Cl.O=C[C@@H]([C@H]([C@H](CO)O)O)O. (3) Given the product [Br:8][C:9]1[CH:10]=[C:11]([CH:12]2[C:23]3[C:24](=[O:25])[C:19]([CH3:27])([CH3:18])[O:20][CH2:21][C:22]=3[NH:1][C:2]3[CH2:6][CH2:5][C:4](=[O:7])[C:3]2=3)[CH:14]=[CH:15][C:16]=1[F:17], predict the reactants needed to synthesize it. The reactants are: [NH2:1][C:2]1[CH2:6][CH2:5][C:4](=[O:7])[CH:3]=1.[Br:8][C:9]1[CH:10]=[C:11]([CH:14]=[CH:15][C:16]=1[F:17])[CH:12]=O.[CH3:18][C:19]1([CH3:27])[C:24](=[O:25])[CH2:23][C:22](=O)[CH2:21][O:20]1. (4) The reactants are: [Cl:1][C:2]1[CH:7]=[CH:6][CH:5]=[C:4]([Cl:8])[C:3]=1[C:9]1[N:26]([CH2:27][C@H:28]2[CH2:33][CH2:32][CH2:31][N:30]([C:34]([O:36][C:37]([CH3:40])([CH3:39])[CH3:38])=[O:35])[CH2:29]2)[C:12]2[N:13]=[C:14]([NH:17][CH2:18][C:19]3[CH:24]=[CH:23][CH:22]=[C:21](O)[CH:20]=3)[N:15]=[CH:16][C:11]=2[CH:10]=1.C(N)C1C=CC=CC=1. Given the product [CH2:18]([NH:17][C:14]1[N:15]=[CH:16][C:11]2[CH:10]=[C:9]([C:3]3[C:2]([Cl:1])=[CH:7][CH:6]=[CH:5][C:4]=3[Cl:8])[N:26]([CH2:27][C@@H:28]3[CH2:33][CH2:32][CH2:31][N:30]([C:34]([O:36][C:37]([CH3:40])([CH3:39])[CH3:38])=[O:35])[CH2:29]3)[C:12]=2[N:13]=1)[C:19]1[CH:20]=[CH:21][CH:22]=[CH:23][CH:24]=1, predict the reactants needed to synthesize it.